Dataset: hERG potassium channel inhibition data for cardiac toxicity prediction from Karim et al.. Task: Regression/Classification. Given a drug SMILES string, predict its toxicity properties. Task type varies by dataset: regression for continuous values (e.g., LD50, hERG inhibition percentage) or binary classification for toxic/non-toxic outcomes (e.g., AMES mutagenicity, cardiotoxicity, hepatotoxicity). Dataset: herg_karim. (1) The molecule is COc1cccc(C(=O)N2CCCC2)c1OCc1csc(-c2ccc(Cl)cc2)n1. The result is 1 (blocker). (2) The molecule is O=C(C1CCN(c2nccc(C(F)(F)F)n2)CC1)N1CC[C@H](N[C@H]2CC[C@@](O)(c3ccc(-c4ncccn4)cn3)CC2)C1. The result is 0 (non-blocker). (3) The drug is O=C(NC1CCN(Cc2ccn(-c3ccc(C(F)(F)F)cc3)c2)CC1)NC(Cn1cccn1)c1ccccc1. The result is 1 (blocker). (4) The compound is O[C@H]1C[C@H](CN2CCC(c3c(Cl)cccc3Cl)CC2)CCc2cccnc21. The result is 1 (blocker). (5) The drug is N#CC1(NC(=O)[C@@H]2CCCC[C@H]2C(=O)N2CCN(c3nc4cnccc4s3)CC2)CC1. The result is 0 (non-blocker). (6) The drug is O=C(Cn1cccnc1=O)Nc1ccc(C[C@@H]2CC[C@H]([C@H](O)c3ccccc3)N2)cc1. The result is 0 (non-blocker). (7) The drug is CCCCc1cc(OC2CCN(CCS(=O)(=O)NC(C)(C)C)CC2)c2ncccc2c1. The result is 1 (blocker).